This data is from Catalyst prediction with 721,799 reactions and 888 catalyst types from USPTO. The task is: Predict which catalyst facilitates the given reaction. (1) Reactant: [CH3:1][C:2]1[S:6][C:5]([C:7]([O:9][CH3:10])=[O:8])=[CH:4][C:3]=1[NH:11][S:12]([C:15]1[S:16][CH:17]=[CH:18][CH:19]=1)(=[O:14])=[O:13].[H-].[Na+].[CH3:22]I.O. Product: [CH3:1][C:2]1[S:6][C:5]([C:7]([O:9][CH3:10])=[O:8])=[CH:4][C:3]=1[N:11]([CH3:22])[S:12]([C:15]1[S:16][CH:17]=[CH:18][CH:19]=1)(=[O:13])=[O:14]. The catalyst class is: 9. (2) Reactant: [CH3:1][O:2][C:3]1[CH:4]=[C:5]([CH:14]=[CH:15][C:16]=1[O:17][CH3:18])[C:6]([CH2:8][C:9]([O:11]CC)=O)=O.[C:19]1([NH:25][NH2:26])[CH:24]=[CH:23][CH:22]=[CH:21][CH:20]=1. Product: [CH3:1][O:2][C:3]1[CH:4]=[C:5]([C:6]2[CH2:8][C:9](=[O:11])[N:25]([C:19]3[CH:24]=[CH:23][CH:22]=[CH:21][CH:20]=3)[N:26]=2)[CH:14]=[CH:15][C:16]=1[O:17][CH3:18]. The catalyst class is: 8. (3) Reactant: [Cl:1][C:2]1[CH:10]=[CH:9][CH:8]=[C:7]([O:11][CH:12]2[CH2:14][CH2:13]2)[C:3]=1[C:4]([O-:6])=[O:5].[OH-].[K+].Cl.[CH3:18]O. Product: [CH3:18][C:10]1[C:2]([Cl:1])=[C:3]([C:7]([O:11][CH:12]2[CH2:13][CH2:14]2)=[CH:8][CH:9]=1)[C:4]([OH:6])=[O:5]. The catalyst class is: 6. (4) Product: [Br:1][C:2]1[CH:3]=[CH:4][C:5]([F:11])=[C:6]([CH:10]=1)[C:7]([N:14]([O:15][CH3:16])[CH3:13])=[O:8]. Reactant: [Br:1][C:2]1[CH:3]=[CH:4][C:5]([F:11])=[C:6]([CH:10]=1)[C:7](O)=[O:8].Cl.[CH3:13][NH:14][O:15][CH3:16].C1N(P(Cl)(N2C(=O)OCC2)=O)C(=O)OC1. The catalyst class is: 228. (5) Reactant: Cl.[NH:2]([C:4]1[CH:5]=[C:6]([CH:10]=[CH:11][C:12]=1[CH3:13])[C:7]([OH:9])=[O:8])[NH2:3].[I:14][C:15]1[CH:16]=[C:17]([CH:31]=[CH:32][CH:33]=1)[C:18]([C:20](=[CH:23]NC1C=CC=CC=1)[C:21]#[N:22])=[O:19]. Product: [NH2:22][C:21]1[N:2]([C:4]2[CH:5]=[C:6]([CH:10]=[CH:11][C:12]=2[CH3:13])[C:7]([OH:9])=[O:8])[N:3]=[CH:23][C:20]=1[C:18](=[O:19])[C:17]1[CH:31]=[CH:32][CH:33]=[C:15]([I:14])[CH:16]=1. The catalyst class is: 357. (6) Reactant: [C:1]([C:3]1[CH:4]=[C:5]([NH:9][C:10](=[O:15])[N:11]([CH2:13][CH3:14])[CH3:12])[CH:6]=[CH:7][CH:8]=1)#[N:2]. Product: [NH2:2][CH2:1][C:3]1[CH:4]=[C:5]([NH:9][C:10](=[O:15])[N:11]([CH2:13][CH3:14])[CH3:12])[CH:6]=[CH:7][CH:8]=1. The catalyst class is: 446.